This data is from Full USPTO retrosynthesis dataset with 1.9M reactions from patents (1976-2016). The task is: Predict the reactants needed to synthesize the given product. (1) Given the product [Cl:28][C:23]1[CH:22]=[C:21]([NH:20][C:11]2[C:10]3[C:15](=[CH:16][C:17]([O:18][CH3:19])=[C:8]([NH:7][C:5](=[O:6])/[CH:4]=[CH:3]/[CH2:2][N:31]4[CH2:32][C:33]5([CH2:38][CH2:37][CH2:36][CH2:35][CH2:34]5)[CH2:30]4)[CH:9]=3)[N:14]=[CH:13][N:12]=2)[CH:26]=[CH:25][C:24]=1[F:27], predict the reactants needed to synthesize it. The reactants are: Br[CH2:2]/[CH:3]=[CH:4]/[C:5]([NH:7][C:8]1[CH:9]=[C:10]2[C:15](=[CH:16][C:17]=1[O:18][CH3:19])[N:14]=[CH:13][N:12]=[C:11]2[NH:20][C:21]1[CH:26]=[CH:25][C:24]([F:27])=[C:23]([Cl:28])[CH:22]=1)=[O:6].Cl.[CH2:30]1[C:33]2([CH2:38][CH2:37][CH2:36][CH2:35][CH2:34]2)[CH2:32][NH:31]1.C([O-])([O-])=O.[K+].[K+].O. (2) Given the product [F:14][C:13]1[CH:12]=[CH:11][CH:10]=[C:9]([F:15])[C:8]=1[C:6]1[N:7]=[C:2]([NH:45][C:44]2[CH:46]=[CH:47][C:41]([N:38]3[CH2:39][CH2:40][CH:35]([N:32]4[CH2:33][CH2:34][N:29]([CH3:28])[CH2:30][CH2:31]4)[CH2:36][CH2:37]3)=[CH:42][CH:43]=2)[C:3]2[NH:18][N:17]=[CH:16][C:4]=2[N:5]=1, predict the reactants needed to synthesize it. The reactants are: Cl[C:2]1[C:3]2[C:4](=[CH:16][N:17](CC3C=CC(OC)=CC=3)[N:18]=2)[N:5]=[C:6]([C:8]2[C:13]([F:14])=[CH:12][CH:11]=[CH:10][C:9]=2[F:15])[N:7]=1.[CH3:28][N:29]1[CH2:34][CH2:33][N:32]([CH:35]2[CH2:40][CH2:39][N:38]([C:41]3[CH:47]=[CH:46][C:44]([NH2:45])=[CH:43][CH:42]=3)[CH2:37][CH2:36]2)[CH2:31][CH2:30]1.Cl. (3) Given the product [CH3:44][O:43][C:36]1[CH:37]=[C:38]([O:41][CH3:42])[CH:39]=[CH:40][C:35]=1[CH2:34][NH:33][C:21]1[N:20]2[N:19]=[C:18]([CH:16]([N:11]3[CH2:12][CH2:13][N:8]([C:5]4[CH:4]=[CH:3][C:2]([F:1])=[CH:7][CH:6]=4)[CH2:9][C@H:10]3[CH3:14])[CH3:17])[N:30]=[C:29]2[C:28]2[CH:27]=[CH:26][CH:25]=[C:24]([O:31][CH3:32])[C:23]=2[N:22]=1, predict the reactants needed to synthesize it. The reactants are: [F:1][C:2]1[CH:7]=[CH:6][C:5]([N:8]2[CH2:13][CH2:12][NH:11][C@H:10]([CH3:14])[CH2:9]2)=[CH:4][CH:3]=1.Cl[CH:16]([C:18]1[N:30]=[C:29]2[N:20]([C:21]([NH:33][CH2:34][C:35]3[CH:40]=[CH:39][C:38]([O:41][CH3:42])=[CH:37][C:36]=3[O:43][CH3:44])=[N:22][C:23]3[C:24]([O:31][CH3:32])=[CH:25][CH:26]=[CH:27][C:28]=32)[N:19]=1)[CH3:17].[I-].[K+].C(N(C(C)C)CC)(C)C. (4) The reactants are: [Cl:1][C:2]1[CH:3]=[C:4]2[C:9](=[C:10]([Cl:12])[CH:11]=1)[CH2:8][N:7]([CH3:13])[CH2:6][CH:5]2[C:14]1[CH:15]=[C:16]([NH2:20])[CH:17]=[CH:18][CH:19]=1.[CH2:21]([S:23](Cl)(=[O:25])=[O:24])[CH3:22]. Given the product [ClH:1].[Cl:1][C:2]1[CH:3]=[C:4]2[C:9](=[C:10]([Cl:12])[CH:11]=1)[CH2:8][N:7]([CH3:13])[CH2:6][CH:5]2[C:14]1[CH:15]=[C:16]([NH:20][S:23]([CH2:21][CH3:22])(=[O:25])=[O:24])[CH:17]=[CH:18][CH:19]=1, predict the reactants needed to synthesize it.